Dataset: Forward reaction prediction with 1.9M reactions from USPTO patents (1976-2016). Task: Predict the product of the given reaction. (1) Given the reactants [CH2:1]([C:4]1[CH:9]=[CH:8][C:7]([C:10]#[CH:11])=[CH:6][CH:5]=1)[CH2:2][CH3:3].Br[C:13]1[CH:22]=[CH:21][C:20]2[C:15](=[CH:16][CH:17]=[C:18]([O:24][C:25]([F:28])([F:27])[F:26])[C:19]=2[F:23])[CH:14]=1.C1(C)C=CC=CC=1, predict the reaction product. The product is: [F:23][C:19]1[C:20]2[C:15](=[CH:14][C:13]([C:11]#[C:10][C:7]3[CH:8]=[CH:9][C:4]([CH2:1][CH2:2][CH3:3])=[CH:5][CH:6]=3)=[CH:22][CH:21]=2)[CH:16]=[CH:17][C:18]=1[O:24][C:25]([F:28])([F:27])[F:26]. (2) Given the reactants Br[C:2]1[N:7]=[CH:6][C:5]([CH2:8][N:9]2[CH2:14][CH2:13][O:12][CH2:11][CH2:10]2)=[CH:4][CH:3]=1.[CH3:15][C:16]1[CH:22]=[CH:21][C:19]([NH2:20])=[CH:18][C:17]=1B1OC(C)(C)C(C)(C)O1.P([O-])([O-])([O-])=O.[K+].[K+].[K+], predict the reaction product. The product is: [CH3:15][C:16]1[CH:22]=[CH:21][C:19]([NH2:20])=[CH:18][C:17]=1[C:2]1[CH:3]=[CH:4][C:5]([CH2:8][N:9]2[CH2:14][CH2:13][O:12][CH2:11][CH2:10]2)=[CH:6][N:7]=1.